From a dataset of Catalyst prediction with 721,799 reactions and 888 catalyst types from USPTO. Predict which catalyst facilitates the given reaction. Reactant: [CH3:1][O:2][C:3]1[C:7]([CH2:8][N:9]2C(=O)C3C(=CC=CC=3)C2=O)=[CH:6][N:5]([C:20]2[CH:21]=[N:22][C:23]([C:26]([F:29])([F:28])[F:27])=[N:24][CH:25]=2)[N:4]=1.O.NN. Product: [CH3:1][O:2][C:3]1[C:7]([CH2:8][NH2:9])=[CH:6][N:5]([C:20]2[CH:25]=[N:24][C:23]([C:26]([F:29])([F:27])[F:28])=[N:22][CH:21]=2)[N:4]=1. The catalyst class is: 8.